From a dataset of Full USPTO retrosynthesis dataset with 1.9M reactions from patents (1976-2016). Predict the reactants needed to synthesize the given product. (1) Given the product [F:1][C:2]1[CH:3]=[CH:4][C:5]([O:6][CH2:7][C:8]2[N:9]=[C:10]3[S:17][C:16]([CH3:18])=[C:15]([C:19]([OH:21])=[O:20])[N:11]3[C:12](=[O:14])[CH:13]=2)=[CH:23][CH:24]=1, predict the reactants needed to synthesize it. The reactants are: [F:1][C:2]1[CH:24]=[CH:23][C:5]([O:6][CH2:7][C:8]2[N:9]=[C:10]3[S:17][C:16]([CH3:18])=[C:15]([C:19]([O:21]C)=[O:20])[N:11]3[C:12](=[O:14])[CH:13]=2)=[CH:4][CH:3]=1.[OH-].[Li+]. (2) Given the product [CH3:5][O:6][C:7]1[CH:8]=[C:9]2[C:10](=[CH:12][CH:13]=1)[NH:11][N:1]=[CH:14]2, predict the reactants needed to synthesize it. The reactants are: [N:1]([O-])=O.[Na+].[CH3:5][O:6][C:7]1[CH:13]=[CH:12][C:10]([NH2:11])=[C:9]([CH3:14])[CH:8]=1. (3) Given the product [N:1]1[N:10]2[C:4]([CH2:5][O:6][C:7]3[CH:14]=[CH:13][CH:12]=[CH:11][C:8]=3[CH2:9]2)=[CH:3][C:2]=1[CH:15]=[O:16], predict the reactants needed to synthesize it. The reactants are: [N:1]1[N:10]2[C:4]([CH2:5][O:6][C:7]3[CH:14]=[CH:13][CH:12]=[CH:11][C:8]=3[CH2:9]2)=[CH:3][C:2]=1[CH2:15][OH:16].C[N+]1([O-])CCOCC1. (4) Given the product [CH:44]([O:8][CH2:9][CH2:10][CH2:11][N:12]1[C:17](=[O:18])[C:16]2[C:19]([CH2:34][C:35]3[CH:36]=[CH:37][CH:38]=[CH:39][CH:40]=3)=[C:20]([C:23]3[CH:28]=[CH:27][CH:26]=[C:25]([O:29][C:30]([F:31])([F:33])[F:32])[CH:24]=3)[N:21]=[CH:22][C:15]=2[N:14]([CH3:42])[C:13]1=[O:43])=[O:45], predict the reactants needed to synthesize it. The reactants are: [Si]([O:8][CH2:9][CH2:10][CH2:11][N:12]1[C:17](=[O:18])[C:16]2[C:19]([CH:34](O)[C:35]3[CH:40]=[CH:39][CH:38]=[CH:37][CH:36]=3)=[C:20]([C:23]3[CH:28]=[CH:27][CH:26]=[C:25]([O:29][C:30]([F:33])([F:32])[F:31])[CH:24]=3)[N:21]=[CH:22][C:15]=2[N:14]([CH3:42])[C:13]1=[O:43])(C(C)(C)C)(C)C.[CH:44](O)=[O:45]. (5) The reactants are: [Cl:1][C:2]1[CH:7]=[CH:6][C:5]([C@@H:8]([NH:12][C:13]([C:15]2([NH:30]C(=O)OC(C)(C)C)[CH2:20][CH2:19][N:18]([C:21]3[C:22]4[CH:29]=[CH:28][NH:27][C:23]=4[N:24]=[CH:25][N:26]=3)[CH2:17][CH2:16]2)=[O:14])[CH2:9][CH2:10][OH:11])=[CH:4][CH:3]=1.Cl. Given the product [NH2:30][C:15]1([C:13]([NH:12][C@H:8]([C:5]2[CH:4]=[CH:3][C:2]([Cl:1])=[CH:7][CH:6]=2)[CH2:9][CH2:10][OH:11])=[O:14])[CH2:16][CH2:17][N:18]([C:21]2[C:22]3[CH:29]=[CH:28][NH:27][C:23]=3[N:24]=[CH:25][N:26]=2)[CH2:19][CH2:20]1, predict the reactants needed to synthesize it.